From a dataset of Peptide-MHC class I binding affinity with 185,985 pairs from IEDB/IMGT. Regression. Given a peptide amino acid sequence and an MHC pseudo amino acid sequence, predict their binding affinity value. This is MHC class I binding data. (1) The peptide sequence is YRAVVPLVY. The MHC is HLA-B46:01 with pseudo-sequence HLA-B46:01. The binding affinity (normalized) is 0.135. (2) The peptide sequence is LAYYNSCML. The MHC is HLA-A02:01 with pseudo-sequence HLA-A02:01. The binding affinity (normalized) is 0.00755. (3) The peptide sequence is RMGVKSQLL. The MHC is HLA-B40:01 with pseudo-sequence HLA-B40:01. The binding affinity (normalized) is 0.0847. (4) The peptide sequence is LPSFGVSGI. The MHC is HLA-B54:01 with pseudo-sequence HLA-B54:01. The binding affinity (normalized) is 0.298. (5) The peptide sequence is GLFVYLIRY. The MHC is HLA-A69:01 with pseudo-sequence HLA-A69:01. The binding affinity (normalized) is 0.0847. (6) The peptide sequence is FEWIEAKLSA. The MHC is HLA-B40:01 with pseudo-sequence HLA-B40:01. The binding affinity (normalized) is 0.159. (7) The peptide sequence is VALFSSCPVAY. The MHC is HLA-A11:01 with pseudo-sequence HLA-A11:01. The binding affinity (normalized) is 0.0847.